This data is from HIV replication inhibition screening data with 41,000+ compounds from the AIDS Antiviral Screen. The task is: Binary Classification. Given a drug SMILES string, predict its activity (active/inactive) in a high-throughput screening assay against a specified biological target. (1) The molecule is O=S1(=O)CC(=CN2CCOCC2)c2ccccc21. The result is 0 (inactive). (2) The compound is CNc1ncnc2c1ncn2C1OC(CO)C(O)C1O. The result is 0 (inactive).